Dataset: Catalyst prediction with 721,799 reactions and 888 catalyst types from USPTO. Task: Predict which catalyst facilitates the given reaction. (1) The catalyst class is: 18. Product: [C:7]([O:15][CH2:17][CH2:18][CH2:19][C:20]1[CH:29]=[CH:28][C:23]2[NH:24][C:25](=[O:27])[S:26][C:22]=2[CH:21]=1)(=[O:14])[C:8]1[CH:13]=[CH:12][CH:11]=[CH:10][CH:9]=1. Reactant: C([O-])([O-])=O.[K+].[K+].[C:7]([OH:15])(=[O:14])[C:8]1[CH:13]=[CH:12][CH:11]=[CH:10][CH:9]=1.Cl[CH2:17][CH2:18][CH2:19][C:20]1[CH:29]=[CH:28][C:23]2[NH:24][C:25](=[O:27])[S:26][C:22]=2[CH:21]=1.Cl. (2) Reactant: [Cl:1][C:2]1[CH:3]=[C:4]([NH:15][C:16]2[C:25]3[C:20](=[CH:21][C:22]([N:27]4[CH2:32][CH2:31][CH:30]([N:33]5[CH2:37][CH2:36][CH2:35][CH2:34]5)[CH2:29][CH2:28]4)=[C:23]([NH2:26])[CH:24]=3)[N:19]=[CH:18][C:17]=2[C:38]#[N:39])[CH:5]=[CH:6][C:7]=1[S:8][C:9]1[N:10]([CH3:14])[CH:11]=[CH:12][N:13]=1.C(N(CC)C1C=CC=CC=1)C.[C:51](Cl)(=[O:53])[CH3:52]. Product: [Cl:1][C:2]1[CH:3]=[C:4]([NH:15][C:16]2[C:25]3[C:20](=[CH:21][C:22]([N:27]4[CH2:28][CH2:29][CH:30]([N:33]5[CH2:37][CH2:36][CH2:35][CH2:34]5)[CH2:31][CH2:32]4)=[C:23]([NH:26][C:51](=[O:53])[CH3:52])[CH:24]=3)[N:19]=[CH:18][C:17]=2[C:38]#[N:39])[CH:5]=[CH:6][C:7]=1[S:8][C:9]1[N:10]([CH3:14])[CH:11]=[CH:12][N:13]=1. The catalyst class is: 37. (3) Reactant: Cl[CH2:2][CH:3]1[CH2:8][CH2:7][O:6][CH2:5][CH2:4]1.[Br:9][C:10]1[CH:11]=[CH:12][C:13]2[O:17][C:16](=[O:18])[NH:15][C:14]=2[CH:19]=1.C(=O)([O-])[O-].[Cs+].[Cs+]. Product: [Br:9][C:10]1[CH:11]=[CH:12][C:13]2[O:17][C:16](=[O:18])[N:15]([CH2:2][CH:3]3[CH2:8][CH2:7][O:6][CH2:5][CH2:4]3)[C:14]=2[CH:19]=1. The catalyst class is: 3.